From a dataset of Forward reaction prediction with 1.9M reactions from USPTO patents (1976-2016). Predict the product of the given reaction. Given the reactants [NH:1]1[CH2:4][CH:3]([S:5]([C:8]2[CH:28]=[CH:27][C:11]3[N:12]([CH2:20][CH2:21][O:22][C:23]([F:26])([F:25])[F:24])[C:13]([CH2:15][C:16]([CH3:19])([CH3:18])[CH3:17])=[N:14][C:10]=3[CH:9]=2)(=[O:7])=[O:6])[CH2:2]1.C[Si]([N:33]=[C:34]=[O:35])(C)C, predict the reaction product. The product is: [CH2:15]([C:13]1[N:12]([CH2:20][CH2:21][O:22][C:23]([F:24])([F:26])[F:25])[C:11]2[CH:27]=[CH:28][C:8]([S:5]([CH:3]3[CH2:2][N:1]([C:34]([NH2:33])=[O:35])[CH2:4]3)(=[O:7])=[O:6])=[CH:9][C:10]=2[N:14]=1)[C:16]([CH3:19])([CH3:18])[CH3:17].